Predict the reaction yield, written as a fraction of the theoretical maximum amount of product (1.0 means a 100% yield; for example, 0.34 means a 34% yield). From a dataset of Reaction yield outcomes from USPTO patents with 853,638 reactions. (1) The reactants are C([NH:11][CH2:12][CH2:13][CH2:14][CH2:15][C:16]1[CH:21]=[CH:20][CH:19]=[CH:18][C:17]=1[O:22][CH2:23][CH:24]([OH:27])[CH2:25][OH:26])(OCC1C=CC=CC=1)=O.[H][H]. The catalyst is CO.[Pd]. The product is [OH:27][CH:24]([CH2:25][OH:26])[CH2:23][O:22][C:17]1[CH:18]=[CH:19][CH:20]=[CH:21][C:16]=1[CH2:15][CH2:14][CH2:13][CH2:12][NH2:11]. The yield is 0.660. (2) The reactants are [N:1]([C:4]1[CH:8]=[C:7]([Cl:9])[S:6][C:5]=1[S:10]([NH:13][C:14](C)([CH3:16])[CH3:15])(=[O:12])=[O:11])=[N+]=[N-].[BH4-].[Na+]. The catalyst is C1(C)C=CC=CC=1.[Br-].C([P+](CCCC)(CCCC)CCCC)CCCCCCCCCCCCCCC.O. The product is [NH2:1][C:4]1[CH:8]=[C:7]([Cl:9])[S:6][C:5]=1[S:10]([NH:13][CH:14]([CH3:16])[CH3:15])(=[O:11])=[O:12]. The yield is 0.230. (3) The reactants are C[O:2][C:3](=[O:40])[C:4]1[CH:9]=[CH:8][C:7]([N:10]([CH2:12][CH2:13][C:14]2[C:22]3[C:17](=[CH:18][CH:19]=[C:20]([Cl:23])[CH:21]=3)[N:16]([CH:24]([C:31]3[CH:36]=[CH:35][CH:34]=[CH:33][CH:32]=3)[C:25]3[CH:30]=[CH:29][CH:28]=[CH:27][CH:26]=3)[C:15]=2[CH2:37][CH2:38][NH2:39])[CH3:11])=[CH:6][CH:5]=1.[Cl:41][C:42]1[CH:43]=[C:44]([CH2:49][S:50](Cl)(=[O:52])=[O:51])[CH:45]=[CH:46][C:47]=1[Cl:48]. No catalyst specified. The product is [CH:24]([N:16]1[C:17]2[C:22](=[CH:21][C:20]([Cl:23])=[CH:19][CH:18]=2)[C:14]([CH2:13][CH2:12][N:10]([CH3:11])[C:7]2[CH:8]=[CH:9][C:4]([C:3]([OH:2])=[O:40])=[CH:5][CH:6]=2)=[C:15]1[CH2:37][CH2:38][NH:39][S:50]([CH2:49][C:44]1[CH:45]=[CH:46][C:47]([Cl:48])=[C:42]([Cl:41])[CH:43]=1)(=[O:52])=[O:51])([C:25]1[CH:26]=[CH:27][CH:28]=[CH:29][CH:30]=1)[C:31]1[CH:32]=[CH:33][CH:34]=[CH:35][CH:36]=1. The yield is 0.870. (4) The reactants are [CH3:1][O:2][C:3]([C@@H:5]([N:13]1[CH2:21][C:17]2[CH:18]=[CH:19][S:20][C:16]=2[CH2:15][CH2:14]1)[C:6]1[CH:7]=[CH:8][CH:9]=[CH:10][C:11]=1[Cl:12])=[O:4].C(O)(=O)C.C[Si](C)(C)[Cl:28].Cl[SiH3]. The catalyst is C(OCC)(=O)C. The product is [CH3:1][O:2][C:3]([C@@H:5]([N:13]1[CH2:21][C:17]2[CH:18]=[CH:19][S:20][C:16]=2[CH2:15][CH2:14]1)[C:6]1[C:11]([Cl:12])=[CH:10][CH:9]=[CH:8][CH:7]=1)=[O:4].[ClH:28]. The yield is 0.793. (5) The reactants are [NH2:1][C@@H:2]1[CH2:7][CH2:6][N:5]([CH2:8][CH2:9][N:10]2[C:19]3[C:14](=[C:15]([F:21])[CH:16]=[C:17]([F:20])[CH:18]=3)[CH:13]=[CH:12][C:11]2=[O:22])[CH2:4][C@@H:3]1[C:23]([O:25][CH3:26])=[O:24].[O:27]1[C:36]2[CH:35]=[C:34]([CH:37]=O)[N:33]=[CH:32][C:31]=2[O:30][CH2:29][CH2:28]1.C(O[BH-](OC(=O)C)OC(=O)C)(=O)C.[Na+]. The yield is 0.770. The catalyst is ClCCl.CO. The product is [F:21][C:15]1[CH:16]=[C:17]([F:20])[CH:18]=[C:19]2[C:14]=1[CH:13]=[CH:12][C:11](=[O:22])[N:10]2[CH2:9][CH2:8][N:5]1[CH2:6][CH2:7][C@@H:2]([NH:1][CH2:37][C:34]2[N:33]=[CH:32][C:31]3[O:30][CH2:29][CH2:28][O:27][C:36]=3[CH:35]=2)[C@@H:3]([C:23]([O:25][CH3:26])=[O:24])[CH2:4]1. (6) The reactants are [C:1]([O:7][CH2:8][CH3:9])(=[O:6])[CH2:2][C:3]([CH3:5])=O.[Br:10][C:11]1[CH:18]=[CH:17][CH:16]=[CH:15][C:12]=1[CH:13]=O.[CH3:19][O:20][C:21](=[O:26])/[CH:22]=[C:23](\[NH2:25])/[CH3:24].CC(O)=O. The catalyst is CCO.CCOC(C)=O. The product is [Br:10][C:11]1[CH:18]=[CH:17][CH:16]=[CH:15][C:12]=1[CH:13]1[C:22]([C:21]([O:20][CH3:19])=[O:26])=[C:23]([CH3:24])[NH:25][C:3]([CH3:5])=[C:2]1[C:1]([O:7][CH2:8][CH3:9])=[O:6]. The yield is 0.300. (7) The reactants are Br[C:2]1[N:7]=[C:6]([C:8]([O:10][CH3:11])=[O:9])[CH:5]=[CH:4][C:3]=1[F:12].[F:13][C:14]1[CH:19]=[C:18]([CH:20]2[CH2:23][O:22][CH2:21]2)[CH:17]=[C:16]([F:24])[C:15]=1B1OC(C)(C)C(C)(C)O1. No catalyst specified. The product is [F:13][C:14]1[CH:19]=[C:18]([CH:20]2[CH2:23][O:22][CH2:21]2)[CH:17]=[C:16]([F:24])[C:15]=1[C:2]1[N:7]=[C:6]([C:8]([O:10][CH3:11])=[O:9])[CH:5]=[CH:4][C:3]=1[F:12]. The yield is 0.470. (8) The reactants are [C:1]([C:4]1[C:5]([O-:14])=[N:6][C:7]([C:10]([F:13])([F:12])[F:11])=[CH:8][CH:9]=1)(=[O:3])[CH3:2].[Na+].N1C[CH2:19][CH2:18][CH2:17]1. The catalyst is CC(C)=O. The product is [CH3:17][C:18]1([CH3:19])[O:14][C:5]2=[N:6][C:7]([C:10]([F:12])([F:11])[F:13])=[CH:8][CH:9]=[C:4]2[C:1](=[O:3])[CH2:2]1. The yield is 0.490. (9) The reactants are Br[C:2]1[CH:3]=[N:4][CH:5]=[C:6]2[C:11]=1[N:10]=[C:9]([C:12]([NH2:14])=[O:13])[CH:8]=[CH:7]2.[C:15]([C:17]1[CH:22]=[CH:21][C:20](B(O)O)=[CH:19][CH:18]=1)#[N:16].C(=O)([O-])[O-].[Cs+].[Cs+]. The catalyst is O1CCOCC1.O.C1(P([C-]2C=CC=C2)C2C=CC=CC=2)C=CC=CC=1.[C-]1(P(C2C=CC=CC=2)C2C=CC=CC=2)C=CC=C1.[Fe+2].[Pd](Cl)Cl. The product is [C:15]([C:17]1[CH:22]=[CH:21][C:20]([C:2]2[CH:3]=[N:4][CH:5]=[C:6]3[C:11]=2[N:10]=[C:9]([C:12]([NH2:14])=[O:13])[CH:8]=[CH:7]3)=[CH:19][CH:18]=1)#[N:16]. The yield is 0.970.